This data is from Forward reaction prediction with 1.9M reactions from USPTO patents (1976-2016). The task is: Predict the product of the given reaction. (1) Given the reactants [N+:1]([C:4]1[CH:33]=[CH:32][CH:31]=[CH:30][C:5]=1[O:6][CH:7]1[CH2:12][CH2:11][N:10]([C:13](=[O:29])[CH2:14][NH:15][C:16]([C:18]2[CH:22]=[C:21]([C:23]3[CH:28]=[CH:27][CH:26]=[CH:25][CH:24]=3)[NH:20][N:19]=2)=[O:17])[CH2:9][CH2:8]1)([O-])=O, predict the reaction product. The product is: [NH2:1][C:4]1[CH:33]=[CH:32][CH:31]=[CH:30][C:5]=1[O:6][CH:7]1[CH2:8][CH2:9][N:10]([C:13](=[O:29])[CH2:14][NH:15][C:16]([C:18]2[CH:22]=[C:21]([C:23]3[CH:24]=[CH:25][CH:26]=[CH:27][CH:28]=3)[NH:20][N:19]=2)=[O:17])[CH2:11][CH2:12]1. (2) Given the reactants [Br:1][C:2]1[CH:3]=[C:4]2[C:8](=[C:9]([F:11])[CH:10]=1)[CH:7]([NH2:12])[CH2:6][CH2:5]2.[F:13][C:14]([F:25])([F:24])[C:15]([NH:17][C:18]1([C:21](O)=[O:22])[CH2:20][CH2:19]1)=[O:16], predict the reaction product. The product is: [Br:1][C:2]1[CH:3]=[C:4]2[C:8](=[C:9]([F:11])[CH:10]=1)[CH:7]([NH:12][C:21]([C:18]1([NH:17][C:15](=[O:16])[C:14]([F:13])([F:24])[F:25])[CH2:19][CH2:20]1)=[O:22])[CH2:6][CH2:5]2. (3) Given the reactants F[C:2]1[CH:9]=[CH:8][C:5]([C:6]#[N:7])=[CH:4][CH:3]=1.[Br:10][C:11]1[CH:16]=[CH:15][C:14]([OH:17])=[CH:13][CH:12]=1.C(=O)([O-])[O-].[K+].[K+], predict the reaction product. The product is: [C:6]([C:5]1[CH:8]=[CH:9][C:2]([O:17][C:14]2[CH:15]=[CH:16][C:11]([Br:10])=[CH:12][CH:13]=2)=[CH:3][CH:4]=1)#[N:7].